The task is: Predict the product of the given reaction.. This data is from Forward reaction prediction with 1.9M reactions from USPTO patents (1976-2016). (1) Given the reactants [OH:1][C:2]1[CH:11]=[CH:10][C:5]([C:6]([O:8][CH3:9])=[O:7])=[CH:4][C:3]=1[O:12][CH3:13].Br[CH2:15][CH2:16][CH2:17][Cl:18].C(=O)([O-])[O-].[K+].[K+], predict the reaction product. The product is: [Cl:18][CH2:17][CH2:16][CH2:15][O:1][C:2]1[CH:11]=[CH:10][C:5]([C:6]([O:8][CH3:9])=[O:7])=[CH:4][C:3]=1[O:12][CH3:13]. (2) Given the reactants Cl.[CH:2]1([S:7][C@H:8]2[CH2:12][NH:11][C@H:10]([C:13]([NH:15][C@H:16]([C:35]([OH:37])=[O:36])[CH2:17][C:18]3[CH:23]=[CH:22][C:21]([NH:24][C:25](=[O:34])[C:26]4[C:31]([Cl:32])=[CH:30][N:29]=[CH:28][C:27]=4[Cl:33])=[CH:20][CH:19]=3)=[O:14])[CH2:9]2)[CH2:6][CH2:5][CH2:4][CH2:3]1.[CH:38](N(C(C)C)CC)(C)[CH3:39].[C:47]([C:49]1[CH:50]=[C:51]([S:55](Cl)(=[O:57])=[O:56])[CH:52]=[CH:53][CH:54]=1)#[N:48], predict the reaction product. The product is: [C:47]([C:49]1[CH:50]=[C:51]([S:55]([N:11]2[CH2:12][C@H:8]([S:7][CH:2]3[CH2:3][CH2:4][CH2:5][CH2:6]3)[CH2:9][C@H:10]2[C:13]([NH:15][C@H:16]([C:35]([O:37][CH2:38][CH3:39])=[O:36])[CH2:17][C:18]2[CH:23]=[CH:22][C:21]([NH:24][C:25](=[O:34])[C:26]3[C:27]([Cl:33])=[CH:28][N:29]=[CH:30][C:31]=3[Cl:32])=[CH:20][CH:19]=2)=[O:14])(=[O:57])=[O:56])[CH:52]=[CH:53][CH:54]=1)#[N:48]. (3) Given the reactants C(OC(=O)[NH:7][C:8]1[CH:9]=[N:10][CH:11]=[C:12]([CH2:14][NH:15][CH2:16][CH2:17][O:18][CH3:19])[CH:13]=1)(C)(C)C.C(O)(C(F)(F)F)=O, predict the reaction product. The product is: [CH3:19][O:18][CH2:17][CH2:16][NH:15][CH2:14][C:12]1[CH:13]=[C:8]([NH2:7])[CH:9]=[N:10][CH:11]=1. (4) Given the reactants [OH:1][C:2]1[C:3]([CH3:18])=[C:4]2[C:9](=[C:10]([CH3:13])[C:11]=1[CH3:12])[O:8][C:7]([CH3:17])([C:14]([OH:16])=O)[CH2:6][CH2:5]2.C1N=CN(C(N2C=NC=C2)=O)C=1.[CH2:31]([NH2:35])[CH:32]([CH3:34])[CH3:33], predict the reaction product. The product is: [OH:1][C:2]1[C:3]([CH3:18])=[C:4]2[C:9](=[C:10]([CH3:13])[C:11]=1[CH3:12])[O:8][C:7]([CH3:17])([C:14]([NH:35][CH2:31][CH:32]([CH3:34])[CH3:33])=[O:16])[CH2:6][CH2:5]2. (5) The product is: [Cl:1][C:2]1[C:3]2[C:45]([F:46])=[CH:44][CH:43]=[C:42]([F:47])[C:4]=2[S:5][C:6]=1[C:7]([N:9]([CH2:25][C:26]1[CH:27]=[C:28]([C:34]2[CH:35]=[CH:36][C:37]([S:40]([CH3:41])=[O:49])=[CH:38][CH:39]=2)[CH:29]=[CH:30][C:31]=1[O:32][CH3:33])[CH:10]1[CH2:11][CH2:12][CH:13]([N:16]([CH3:24])[C:17](=[O:23])[O:18][C:19]([CH3:20])([CH3:21])[CH3:22])[CH2:14][CH2:15]1)=[O:8]. Given the reactants [Cl:1][C:2]1[C:3]2[C:45]([F:46])=[CH:44][CH:43]=[C:42]([F:47])[C:4]=2[S:5][C:6]=1[C:7]([N:9]([CH2:25][C:26]1[CH:27]=[C:28]([C:34]2[CH:39]=[CH:38][C:37]([S:40][CH3:41])=[CH:36][CH:35]=2)[CH:29]=[CH:30][C:31]=1[O:32][CH3:33])[CH:10]1[CH2:15][CH2:14][CH:13]([N:16]([CH3:24])[C:17](=[O:23])[O:18][C:19]([CH3:22])([CH3:21])[CH3:20])[CH2:12][CH2:11]1)=[O:8].C([O-])(O)=[O:49].[Na+].ClC1C=CC=C(C(OO)=O)C=1, predict the reaction product. (6) Given the reactants [CH3:1][O:2][C:3]1[CH:11]=[C:10]2[C:6]([C:7]([C:12](=[O:16])[CH:13]([CH3:15])[CH3:14])=[N:8][NH:9]2)=[CH:5][CH:4]=1.Br[CH2:18][C:19](=[O:24])[C:20]([CH3:23])([CH3:22])[CH3:21], predict the reaction product. The product is: [C:12]([C:7]1[C:6]2[C:10](=[CH:11][C:3]([O:2][CH3:1])=[CH:4][CH:5]=2)[N:9]([CH2:18][C:19](=[O:24])[C:20]([CH3:23])([CH3:22])[CH3:21])[N:8]=1)(=[O:16])[CH:13]([CH3:14])[CH3:15]. (7) Given the reactants [Cl:1][C:2]1[CH:3]=[CH:4][C:5]2[N:11]3[C:12]([CH2:15][O:16][CH3:17])=[N:13][N:14]=[C:10]3[CH:9]([CH2:18][C:19]([O:21]CC)=[O:20])[O:8][CH:7]([C:24]3[CH:29]=[CH:28][CH:27]=[C:26]([O:30][CH3:31])[C:25]=3[O:32][CH3:33])[C:6]=2[CH:34]=1, predict the reaction product. The product is: [Cl:1][C:2]1[CH:3]=[CH:4][C:5]2[N:11]3[C:12]([CH2:15][O:16][CH3:17])=[N:13][N:14]=[C:10]3[CH:9]([CH2:18][C:19]([OH:21])=[O:20])[O:8][CH:7]([C:24]3[CH:29]=[CH:28][CH:27]=[C:26]([O:30][CH3:31])[C:25]=3[O:32][CH3:33])[C:6]=2[CH:34]=1. (8) Given the reactants [C:1]([O:5][C:6]([N:8]1[CH2:17][CH2:16][C:15]2[C:10](=[CH:11][C:12](/[C:18](/[C:26]#[N:27])=[CH:19]/[C:20]3[CH:25]=[CH:24][CH:23]=[CH:22][CH:21]=3)=[CH:13][CH:14]=2)[CH2:9]1)=[O:7])([CH3:4])([CH3:3])[CH3:2].[BH4-].[Na+].C(O)(=O)CC(CC(O)=O)(C(O)=O)O, predict the reaction product. The product is: [C:1]([O:5][C:6]([N:8]1[CH2:17][CH2:16][C:15]2[C:10](=[CH:11][C:12]([CH:18]([C:26]#[N:27])[CH2:19][C:20]3[CH:25]=[CH:24][CH:23]=[CH:22][CH:21]=3)=[CH:13][CH:14]=2)[CH2:9]1)=[O:7])([CH3:4])([CH3:2])[CH3:3]. (9) Given the reactants [Br:1][C:2]1[S:3][C:4]([C:8]([OH:10])=[O:9])=[C:5]([Br:7])[N:6]=1.[CH3:11]N(C)CCCN=C=NCC, predict the reaction product. The product is: [CH3:11][O:9][C:8]([C:4]1[S:3][C:2]([Br:1])=[N:6][C:5]=1[Br:7])=[O:10].